This data is from Full USPTO retrosynthesis dataset with 1.9M reactions from patents (1976-2016). The task is: Predict the reactants needed to synthesize the given product. Given the product [C:22]([O:21][C:19]1[CH:18]=[C:14]([C:15](=[O:17])[NH:30][C:31]2[CH:36]=[CH:35][C:34]([OH:37])=[CH:33][CH:32]=2)[CH:13]=[C:12]([O:11][C:8](=[O:10])[CH3:9])[CH:20]=1)(=[O:24])[CH3:23], predict the reactants needed to synthesize it. The reactants are: C(N(CC)CC)C.[C:8]([O:11][C:12]1[CH:13]=[C:14]([CH:18]=[C:19]([O:21][C:22](=[O:24])[CH3:23])[CH:20]=1)[C:15]([OH:17])=O)(=[O:10])[CH3:9].CS(Cl)(=O)=O.[NH2:30][C:31]1[CH:36]=[CH:35][C:34]([OH:37])=[CH:33][CH:32]=1.